This data is from Reaction yield outcomes from USPTO patents with 853,638 reactions. The task is: Predict the reaction yield, written as a fraction of the theoretical maximum amount of product (1.0 means a 100% yield; for example, 0.34 means a 34% yield). The reactants are ClC(Cl)(Cl)[C:3]([C:5]1[N:6]([CH3:12])[C:7]([Br:11])=[C:8]([Br:10])[CH:9]=1)=[O:4].[C:15](=O)([O-])[O-:16].[K+].[K+]. The catalyst is CO. The yield is 0.920. The product is [CH3:15][O:16][C:3]([C:5]1[N:6]([CH3:12])[C:7]([Br:11])=[C:8]([Br:10])[CH:9]=1)=[O:4].